From a dataset of Catalyst prediction with 721,799 reactions and 888 catalyst types from USPTO. Predict which catalyst facilitates the given reaction. Reactant: C(=O)([O-])[O-].[K+].[K+].[CH2:7](Br)[CH:8]=[CH2:9].[CH:11]([C:13]1[CH:18]=[CH:17][C:16]([O:19][S:20]([C:23]([F:26])([F:25])[F:24])(=[O:22])=[O:21])=[CH:15][C:14]=1[OH:27])=[O:12]. Product: [CH2:7]([O:27][C:14]1[CH:15]=[C:16]([O:19][S:20]([C:23]([F:26])([F:24])[F:25])(=[O:22])=[O:21])[CH:17]=[CH:18][C:13]=1[CH:11]=[O:12])[CH:8]=[CH2:9]. The catalyst class is: 21.